This data is from Full USPTO retrosynthesis dataset with 1.9M reactions from patents (1976-2016). The task is: Predict the reactants needed to synthesize the given product. (1) Given the product [Cl:1][C:2]1[C:3]([CH2:8][N:11]2[C:12](=[O:19])[C:13]3[C:18](=[CH:17][CH:16]=[CH:15][CH:14]=3)[C:10]2=[O:20])=[N:4][CH:5]=[CH:6][N:7]=1, predict the reactants needed to synthesize it. The reactants are: [Cl:1][C:2]1[C:3]([CH2:8]O)=[N:4][CH:5]=[CH:6][N:7]=1.[C:10]1(=[O:20])[C:18]2[C:13](=[CH:14][CH:15]=[CH:16][CH:17]=2)[C:12](=[O:19])[NH:11]1.C1(P(C2C=CC=CC=2)C2C=CC=CC=2)C=CC=CC=1.CC(OC(/N=N/C(OC(C)C)=O)=O)C. (2) Given the product [CH3:45][O:44][C:37]1[C:38]2[O:42][CH2:41][CH2:40][C:39]=2[CH:43]=[C:35]([CH:21]([NH:22][C:23]2[CH:28]=[CH:27][C:26]([C:29]3[N:33]=[C:32]([CH3:34])[O:31][N:30]=3)=[CH:25][CH:24]=2)[C:20]2[NH:19][C:18](=[O:17])[N:1]([C:3]3[N:8]=[CH:7][CH:6]=[CH:5][N:4]=3)[N:2]=2)[CH:36]=1, predict the reactants needed to synthesize it. The reactants are: [NH:1]([C:3]1[N:8]=[CH:7][CH:6]=[CH:5][N:4]=1)[NH2:2].C(N(CC)CC)C.C[O:17][C:18](=O)[N:19]=[C:20](SC)[C:21]([C:35]1[CH:36]=[C:37]([O:44][CH3:45])[C:38]2[O:42][CH2:41][CH2:40][C:39]=2[CH:43]=1)=[N:22][C:23]1[CH:28]=[CH:27][C:26]([C:29]2[N:33]=[C:32]([CH3:34])[O:31][N:30]=2)=[CH:25][CH:24]=1. (3) The reactants are: Br.[F:2][C:3]1[CH:4]=[C:5]([C:9](=[O:17])[CH2:10][C:11]2[CH:16]=[CH:15][N:14]=[CH:13][CH:12]=2)[CH:6]=[CH:7][CH:8]=1.O.C(=O)([O-])[O-:20].[Na+].[Na+]. Given the product [F:2][C:3]1[CH:4]=[C:5]([C:9](=[O:17])[C:10]([C:11]2[CH:12]=[CH:13][N:14]=[CH:15][CH:16]=2)=[O:20])[CH:6]=[CH:7][CH:8]=1, predict the reactants needed to synthesize it. (4) Given the product [O:14]=[C:4]([CH3:16])[CH2:5][NH:6][C:7](=[O:13])[O:8][C:9]([CH3:12])([CH3:11])[CH3:10], predict the reactants needed to synthesize it. The reactants are: CON(C)[C:4](=[O:14])[CH2:5][NH:6][C:7](=[O:13])[O:8][C:9]([CH3:12])([CH3:11])[CH3:10].[CH3:16][Mg+].[Br-]. (5) Given the product [Cl:1][C:2]1[CH:7]=[CH:6][C:5]([NH:8][C:9]([NH:11][C:12]2[CH:17]=[CH:16][CH:15]=[C:14]([Cl:18])[C:13]=2[Cl:19])=[O:10])=[C:4]([OH:20])[C:3]=1[S:21]([N:24]([CH2:29][CH2:30][OH:31])[CH2:25][CH2:26][OH:27])(=[O:23])=[O:22], predict the reactants needed to synthesize it. The reactants are: [Cl:1][C:2]1[CH:7]=[CH:6][C:5]([NH:8][C:9]([NH:11][C:12]2[CH:17]=[CH:16][CH:15]=[C:14]([Cl:18])[C:13]=2[Cl:19])=[O:10])=[C:4]([OH:20])[C:3]=1[S:21]([N:24]([CH2:29][CH2:30][O:31]C)[CH2:25][CH2:26][O:27]C)(=[O:23])=[O:22].[Br-].[Al+3].[Br-].[Br-].